This data is from Full USPTO retrosynthesis dataset with 1.9M reactions from patents (1976-2016). The task is: Predict the reactants needed to synthesize the given product. (1) Given the product [N:1]([CH2:6][C:7]1[N:11]([CH2:19][C:18]2[CH:21]=[C:22]([CH3:25])[CH:23]=[CH:24][C:17]=2[CH3:16])[C:10]2[CH:12]=[CH:13][CH:14]=[CH:15][C:9]=2[N:8]=1)=[N+:2]=[N-:3], predict the reactants needed to synthesize it. The reactants are: [N-:1]=[N+:2]=[N-:3].[Na+].Cl[CH2:6][C:7]1[NH:11][C:10]2[CH:12]=[CH:13][CH:14]=[CH:15][C:9]=2[N:8]=1.[CH3:16][C:17]1[CH:24]=[CH:23][C:22]([CH3:25])=[CH:21][C:18]=1[CH2:19]Br.C(=O)([O-])[O-].[K+].[K+]. (2) Given the product [CH2:1]1[NH:2][CH2:3][CH:4]2[C:12]3[CH:11]=[CH:10][CH:9]=[CH:8][C:7]=3[CH2:6][CH:5]12, predict the reactants needed to synthesize it. The reactants are: [C:1]1(=O)[CH:5]2[CH2:6][C:7]3[CH:8]=[CH:9][CH:10]=[CH:11][C:12]=3[CH:4]2[CH2:3][NH:2]1.S(Cl)(Cl)=O.C1(=NO)C2CC3C=CC=CC=3C2C1. (3) Given the product [CH2:15]([NH:4][C:3]1[CH:5]=[CH:6][C:7]([C:9]([F:10])([F:11])[F:12])=[CH:8][C:2]=1[I:1])[CH:14]=[CH2:13], predict the reactants needed to synthesize it. The reactants are: [I:1][C:2]1[CH:8]=[C:7]([C:9]([F:12])([F:11])[F:10])[CH:6]=[CH:5][C:3]=1[NH2:4].[CH3:13][C:14]([O-])(C)[CH3:15].[K+].C1COCC1.C(Br)C=C. (4) Given the product [C:10]([C:8]1[C:7]([F:12])=[CH:6][C:5]([O:13][CH3:14])=[C:4]([CH:9]=1)[C:3]([OH:15])=[O:2])#[N:11], predict the reactants needed to synthesize it. The reactants are: C[O:2][C:3](=[O:15])[C:4]1[CH:9]=[C:8]([C:10]#[N:11])[C:7]([F:12])=[CH:6][C:5]=1[O:13][CH3:14].[OH-].[Na+]. (5) Given the product [Br:8][C:4]1[C:3]([CH3:9])=[C:2]([CH:7]=[CH:6][CH:5]=1)[CH:18]=[O:19], predict the reactants needed to synthesize it. The reactants are: Br[C:2]1[CH:7]=[CH:6][CH:5]=[C:4]([Br:8])[C:3]=1[CH3:9].[Li]CCCC.CN([CH:18]=[O:19])C.